This data is from Reaction yield outcomes from USPTO patents with 853,638 reactions. The task is: Predict the reaction yield, written as a fraction of the theoretical maximum amount of product (1.0 means a 100% yield; for example, 0.34 means a 34% yield). The reactants are [CH3:1][O:2][C:3]([C:5]1[S:6][C:7]([CH2:12]Br)=[CH:8][C:9]=1[C:10]#[N:11])=[O:4].O.CC[O:17]C(C)=O. The catalyst is C1COCC1. The product is [CH3:1][O:2][C:3]([C:5]1[S:6][C:7]([CH2:12][OH:17])=[CH:8][C:9]=1[C:10]#[N:11])=[O:4]. The yield is 0.170.